From a dataset of Catalyst prediction with 721,799 reactions and 888 catalyst types from USPTO. Predict which catalyst facilitates the given reaction. Reactant: [O:1]([C:8]1[CH:13]=[CH:12][C:11](O)=[CH:10][CH:9]=1)[C:2]1[CH:7]=[CH:6][CH:5]=[CH:4][CH:3]=1.Br[CH2:16][CH2:17][CH2:18]Br.C(=O)([O-])[O-].[K+].[K+]. Product: [O:1]([C:8]1[CH:13]=[CH:12][C:11]([CH2:16][CH2:17][CH3:18])=[CH:10][CH:9]=1)[C:2]1[CH:7]=[CH:6][CH:5]=[CH:4][CH:3]=1. The catalyst class is: 311.